Regression. Given two drug SMILES strings and cell line genomic features, predict the synergy score measuring deviation from expected non-interaction effect. From a dataset of Merck oncology drug combination screen with 23,052 pairs across 39 cell lines. (1) Drug 1: CCN(CC)CCNC(=O)c1c(C)[nH]c(C=C2C(=O)Nc3ccc(F)cc32)c1C. Drug 2: C#Cc1cccc(Nc2ncnc3cc(OCCOC)c(OCCOC)cc23)c1. Cell line: MSTO. Synergy scores: synergy=-55.6. (2) Drug 1: Nc1ccn(C2OC(CO)C(O)C2(F)F)c(=O)n1. Drug 2: O=C(O)C1(Cc2cccc(Nc3nccs3)n2)CCC(Oc2cccc(Cl)c2F)CC1. Cell line: DLD1. Synergy scores: synergy=13.1. (3) Drug 1: O=S1(=O)NC2(CN1CC(F)(F)F)C1CCC2Cc2cc(C=CCN3CCC(C(F)(F)F)CC3)ccc2C1. Drug 2: COC1=C2CC(C)CC(OC)C(O)C(C)C=C(C)C(OC(N)=O)C(OC)C=CC=C(C)C(=O)NC(=CC1=O)C2=O. Cell line: ES2. Synergy scores: synergy=-19.9. (4) Cell line: KPL1. Drug 1: C#Cc1cccc(Nc2ncnc3cc(OCCOC)c(OCCOC)cc23)c1. Synergy scores: synergy=-1.94. Drug 2: NC1CCCCC1N.O=C(O)C(=O)O.[Pt+2]. (5) Drug 1: O=P1(N(CCCl)CCCl)NCCCO1. Drug 2: O=C(CCCCCCC(=O)Nc1ccccc1)NO. Cell line: SKMES1. Synergy scores: synergy=18.5. (6) Drug 1: Cn1nnc2c(C(N)=O)ncn2c1=O. Drug 2: C#Cc1cccc(Nc2ncnc3cc(OCCOC)c(OCCOC)cc23)c1. Cell line: A2058. Synergy scores: synergy=23.2. (7) Drug 1: COc1cc(C2c3cc4c(cc3C(OC3OC5COC(C)OC5C(O)C3O)C3COC(=O)C23)OCO4)cc(OC)c1O. Drug 2: CCc1cnn2c(NCc3ccc[n+]([O-])c3)cc(N3CCCCC3CCO)nc12. Cell line: T47D. Synergy scores: synergy=-5.68.